From a dataset of Peptide-MHC class I binding affinity with 185,985 pairs from IEDB/IMGT. Regression. Given a peptide amino acid sequence and an MHC pseudo amino acid sequence, predict their binding affinity value. This is MHC class I binding data. (1) The peptide sequence is GLMWLSYFVA. The MHC is HLA-A68:02 with pseudo-sequence HLA-A68:02. The binding affinity (normalized) is 0.236. (2) The peptide sequence is SNMLNIMNRR. The MHC is HLA-A31:01 with pseudo-sequence HLA-A31:01. The binding affinity (normalized) is 0.142.